Dataset: Forward reaction prediction with 1.9M reactions from USPTO patents (1976-2016). Task: Predict the product of the given reaction. (1) Given the reactants C1(N2CCN([C:10]3[CH:15]=[CH:14][C:13]([C:16]4[CH:17]=[C:18]5[C:28]6[C:23](=[CH:24][N:25]=[C:26]([C:29]7[CH:30]=[N:31][CH:32]=[CH:33][CH:34]=7)[CH:27]=6)[NH:22][C:19]5=[N:20][CH:21]=4)=[CH:12][CH:11]=3)CC2)CC1.[N:35]1([C:41]2[CH:42]=[C:43](C3C=C4C5C(=CN=C(C6C=NC=CC=6)C=5)NC4=NC=3)C=CC=2)[CH2:40][CH2:39][NH:38][CH2:37][CH2:36]1, predict the reaction product. The product is: [CH:41]1([N:35]2[CH2:36][CH2:37][N:38]([C:15]3[CH:14]=[C:13]([C:16]4[CH:17]=[C:18]5[C:28]6[C:23](=[CH:24][N:25]=[C:26]([C:29]7[CH:30]=[N:31][CH:32]=[CH:33][CH:34]=7)[CH:27]=6)[NH:22][C:19]5=[N:20][CH:21]=4)[CH:12]=[CH:11][CH:10]=3)[CH2:39][CH2:40]2)[CH2:42][CH2:43]1. (2) Given the reactants [Si:1]([O:8][C@H:9]1[C@@H:13]([O:14][Si:15]([C:18]([CH3:21])([CH3:20])[CH3:19])([CH3:17])[CH3:16])[C@H:12]([N:22]2[CH:27]=[CH:26][C:25](=[O:28])[N:24]([CH2:29][C:30]3[CH:35]=[CH:34][C:33]([O:36][CH3:37])=[CH:32][CH:31]=3)[C:23]2=[O:38])[O:11][CH:10]1[C@H:39]([OH:76])[C@@H:40]([C:69]([O:71][C:72]([CH3:75])([CH3:74])[CH3:73])=[O:70])[NH:41][CH2:42][CH2:43][CH2:44][NH:45][C:46](=[O:68])[C@H:47]([CH2:59][CH2:60][C:61]([O:63][C:64]([CH3:67])([CH3:66])[CH3:65])=[O:62])[NH:48]C(=O)OCC1C=CC=CC=1)([C:4]([CH3:7])([CH3:6])[CH3:5])([CH3:3])[CH3:2], predict the reaction product. The product is: [NH2:48][C@H:47]([C:46]([NH:45][CH2:44][CH2:43][CH2:42][NH:41][C@H:40]([C:69]([O:71][C:72]([CH3:75])([CH3:74])[CH3:73])=[O:70])[C@H:39]([CH:10]1[C@@H:9]([O:8][Si:1]([C:4]([CH3:7])([CH3:6])[CH3:5])([CH3:2])[CH3:3])[C@@H:13]([O:14][Si:15]([C:18]([CH3:21])([CH3:20])[CH3:19])([CH3:16])[CH3:17])[C@H:12]([N:22]2[CH:27]=[CH:26][C:25](=[O:28])[N:24]([CH2:29][C:30]3[CH:31]=[CH:32][C:33]([O:36][CH3:37])=[CH:34][CH:35]=3)[C:23]2=[O:38])[O:11]1)[OH:76])=[O:68])[CH2:59][CH2:60][C:61]([O:63][C:64]([CH3:65])([CH3:66])[CH3:67])=[O:62]. (3) Given the reactants C(O[C:6]([N:8]1[CH2:12][C:11](=[N:13][O:14][CH3:15])[CH2:10][C@H:9]1[C:16]([OH:18])=O)=[O:7])(C)(C)C.[N:19]1[CH:24]=[CH:23][C:22]([C:25]2[CH:33]=[CH:32][C:28](C(O)=O)=[CH:27][CH:26]=2)=[CH:21][CH:20]=1.[NH2:34][CH2:35][CH:36]([C:38]1[CH:43]=[CH:42][C:41]([N+:44]([O-:46])=[O:45])=[CH:40][CH:39]=1)[OH:37], predict the reaction product. The product is: [OH:37][CH:36]([C:38]1[CH:39]=[CH:40][C:41]([N+:44]([O-:46])=[O:45])=[CH:42][CH:43]=1)[CH2:35][NH:34][C:16]([C@@H:9]1[CH2:10][C:11](=[N:13][O:14][CH3:15])[CH2:12][N:8]1[C:6](=[O:7])[C:28]1[CH:27]=[CH:26][C:25]([C:22]2[CH:21]=[CH:20][N:19]=[CH:24][CH:23]=2)=[CH:33][CH:32]=1)=[O:18]. (4) Given the reactants FC(F)(F)S(O)(=O)=O.C(OC([N:16]1[CH:22]([CH2:23][C:24]2[CH:29]=[CH:28][CH:27]=[CH:26][CH:25]=2)[CH:21]=[C:20]([CH3:30])[CH2:19][CH2:18][CH2:17]1)=O)(C)(C)C, predict the reaction product. The product is: [CH3:30][C:20]12[CH2:21][CH:22]([NH:16][CH2:17][CH2:18][CH2:19]1)[CH2:23][C:24]1[C:25]2=[CH:26][CH:27]=[CH:28][CH:29]=1. (5) Given the reactants [C:1]([O:5][C:6]([N:8]1[C:12]([CH3:16])([C:13]([OH:15])=O)[CH2:11][O:10][C:9]1([CH3:18])[CH3:17])=[O:7])([CH3:4])([CH3:3])[CH3:2].C(N1C=CN=C1)(N1C=CN=C1)=O.O[NH:32][C:33](=[NH:35])[CH3:34], predict the reaction product. The product is: [CH3:17][C:9]1([CH3:18])[N:8]([C:6]([O:5][C:1]([CH3:2])([CH3:3])[CH3:4])=[O:7])[C:12]([CH3:16])([C:13]2[O:15][N:35]=[C:33]([CH3:34])[N:32]=2)[CH2:11][O:10]1.